This data is from Orexin1 receptor HTS with 218,158 compounds and 233 confirmed actives. The task is: Binary Classification. Given a drug SMILES string, predict its activity (active/inactive) in a high-throughput screening assay against a specified biological target. The molecule is s1cc(C2C(=C(N(C(=C2C(OCC)=O)C)C)C)C(OCC)=O)cc1. The result is 0 (inactive).